From a dataset of Peptide-MHC class I binding affinity with 185,985 pairs from IEDB/IMGT. Regression. Given a peptide amino acid sequence and an MHC pseudo amino acid sequence, predict their binding affinity value. This is MHC class I binding data. (1) The peptide sequence is APRELLQYI. The MHC is HLA-A02:06 with pseudo-sequence HLA-A02:06. The binding affinity (normalized) is 0.349. (2) The peptide sequence is PIRTDTTICL. The MHC is HLA-A02:01 with pseudo-sequence HLA-A02:01. The binding affinity (normalized) is 0.114. (3) The binding affinity (normalized) is 0.992. The MHC is HLA-A02:03 with pseudo-sequence HLA-A02:03. The peptide sequence is FLGTSISGV. (4) The peptide sequence is KEKGGLEGL. The MHC is HLA-B15:03 with pseudo-sequence HLA-B15:03. The binding affinity (normalized) is 0. (5) The peptide sequence is SLYNTVATL. The MHC is HLA-B40:02 with pseudo-sequence HLA-B40:02. The binding affinity (normalized) is 0. (6) The peptide sequence is APGKSLGTL. The MHC is HLA-A02:01 with pseudo-sequence HLA-A02:01. The binding affinity (normalized) is 0.213.